Dataset: Full USPTO retrosynthesis dataset with 1.9M reactions from patents (1976-2016). Task: Predict the reactants needed to synthesize the given product. (1) Given the product [CH2:1]([C:8]1[O:12][N:11]=[C:10]([CH2:13][S:14]([C:16]2[CH:17]=[CH:18][C:19]([CH2:20][CH2:21][NH:22][CH2:53][C@H:51]([OH:52])[CH2:50][O:49][C:46]3[CH:45]=[CH:44][C:43]([O:42][Si:29]([C:25]([CH3:28])([CH3:27])[CH3:26])([C:30]4[CH:31]=[CH:32][CH:33]=[CH:34][CH:35]=4)[C:36]4[CH:41]=[CH:40][CH:39]=[CH:38][CH:37]=4)=[CH:48][CH:47]=3)=[CH:23][CH:24]=2)=[O:15])[N:9]=1)[C:2]1[CH:3]=[CH:4][CH:5]=[CH:6][CH:7]=1, predict the reactants needed to synthesize it. The reactants are: [CH2:1]([C:8]1[O:12][N:11]=[C:10]([CH2:13][S:14]([C:16]2[CH:24]=[CH:23][C:19]([CH2:20][CH2:21][NH2:22])=[CH:18][CH:17]=2)=[O:15])[N:9]=1)[C:2]1[CH:7]=[CH:6][CH:5]=[CH:4][CH:3]=1.[C:25]([Si:29]([O:42][C:43]1[CH:48]=[CH:47][C:46]([O:49][CH2:50][C@@H:51]2[CH2:53][O:52]2)=[CH:45][CH:44]=1)([C:36]1[CH:41]=[CH:40][CH:39]=[CH:38][CH:37]=1)[C:30]1[CH:35]=[CH:34][CH:33]=[CH:32][CH:31]=1)([CH3:28])([CH3:27])[CH3:26].ClCCl.C(Cl)(Cl)Cl.CO. (2) Given the product [Cl:3][C:4]1[CH:5]=[C:6]2[C:14](=[CH:15][CH:16]=1)[N:13]([CH2:28][C:27]1[CH:30]=[CH:31][CH:32]=[CH:33][C:26]=1[N+:23]([O-:25])=[O:24])[C:12]1[CH2:11][CH2:10][CH:9]([NH:17][C:18](=[O:22])[CH:19]([CH3:20])[CH3:21])[CH2:8][C:7]2=1, predict the reactants needed to synthesize it. The reactants are: [H-].[Na+].[Cl:3][C:4]1[CH:5]=[C:6]2[C:14](=[CH:15][CH:16]=1)[NH:13][C:12]1[CH2:11][CH2:10][CH:9]([NH:17][C:18](=[O:22])[CH:19]([CH3:21])[CH3:20])[CH2:8][C:7]2=1.[N+:23]([C:26]1[CH:33]=[CH:32][CH:31]=[CH:30][C:27]=1[CH2:28]Br)([O-:25])=[O:24].O.